Dataset: Forward reaction prediction with 1.9M reactions from USPTO patents (1976-2016). Task: Predict the product of the given reaction. (1) Given the reactants Br[CH:2]([C:5]1[N:10]([CH2:11][C:12]2[CH:17]=[CH:16][CH:15]=[CH:14][CH:13]=2)[C:9](=[O:18])[C:8]([CH3:19])=[C:7]([CH3:20])[N:6]=1)[CH2:3][CH3:4].[CH3:21][C:22]1[CH:27]=[CH:26][C:25]([CH:28]2[NH:33][CH2:32][CH2:31][N:30](C(OC(C)(C)C)=O)[CH2:29]2)=[CH:24][CH:23]=1.CC1C=CC(C2CNCCN2)=CC=1.CC(OC(OC(OC(C)(C)C)=O)=O)(C)C.[Br-], predict the reaction product. The product is: [CH3:19][C:8]1[C:9](=[O:18])[N:10]([CH2:11][C:12]2[CH:17]=[CH:16][CH:15]=[CH:14][CH:13]=2)[C:5]([CH:2]([N:33]2[CH2:32][CH2:31][NH:30][CH2:29][CH:28]2[C:25]2[CH:26]=[CH:27][C:22]([CH3:21])=[CH:23][CH:24]=2)[CH2:3][CH3:4])=[N:6][C:7]=1[CH3:20]. (2) Given the reactants [CH2:1]([N:8]([CH2:20][C:21]1[CH:26]=[CH:25][CH:24]=[CH:23][CH:22]=1)[C:9]1[CH:14]=[CH:13][CH:12]=[C:11]([N+:15]([O-:17])=[O:16])[C:10]=1[CH2:18][OH:19])[C:2]1[CH:7]=[CH:6][CH:5]=[CH:4][CH:3]=1.[H-].[Na+].I[CH3:30], predict the reaction product. The product is: [CH2:20]([N:8]([CH2:1][C:2]1[CH:3]=[CH:4][CH:5]=[CH:6][CH:7]=1)[C:9]1[CH:14]=[CH:13][CH:12]=[C:11]([N+:15]([O-:17])=[O:16])[C:10]=1[CH2:18][O:19][CH3:30])[C:21]1[CH:26]=[CH:25][CH:24]=[CH:23][CH:22]=1.